This data is from Catalyst prediction with 721,799 reactions and 888 catalyst types from USPTO. The task is: Predict which catalyst facilitates the given reaction. (1) Product: [O:21]=[C:15]1[C:14]2[CH:13]=[C:12]([C:5]3[CH:6]=[CH:7][CH:8]=[C:9]4[C:4]=3[N:3]=[C:2]([NH:22][C@@H:23]3[CH2:28][CH2:27][CH2:26][N:25]([C:29]([O:31][C:32]([CH3:35])([CH3:34])[CH3:33])=[O:30])[CH2:24]3)[CH:11]=[CH:10]4)[NH:20][C:19]=2[CH2:18][CH2:17][NH:16]1. Reactant: Cl[C:2]1[CH:11]=[CH:10][C:9]2[C:4](=[C:5]([C:12]3[NH:20][C:19]4[CH2:18][CH2:17][NH:16][C:15](=[O:21])[C:14]=4[CH:13]=3)[CH:6]=[CH:7][CH:8]=2)[N:3]=1.[NH2:22][C@@H:23]1[CH2:28][CH2:27][CH2:26][N:25]([C:29]([O:31][C:32]([CH3:35])([CH3:34])[CH3:33])=[O:30])[CH2:24]1. The catalyst class is: 16. (2) Reactant: I[C:2]1[NH:6][C:5]([C@@H:7]2[CH2:12][C@@H:11]3[C@@H:9]([CH2:10]3)[N:8]2[C:13]([O:15][C:16]([CH3:19])([CH3:18])[CH3:17])=[O:14])=[N:4][CH:3]=1.C(N(CC)CC)C.[C:27]([Si:29]([CH3:32])([CH3:31])[CH3:30])#[CH:28]. Product: [CH3:30][Si:29]([C:27]#[C:28][C:2]1[NH:6][C:5]([C@@H:7]2[CH2:12][C@@H:11]3[C@@H:9]([CH2:10]3)[N:8]2[C:13]([O:15][C:16]([CH3:19])([CH3:18])[CH3:17])=[O:14])=[N:4][CH:3]=1)([CH3:32])[CH3:31]. The catalyst class is: 128.